From a dataset of Peptide-MHC class I binding affinity with 185,985 pairs from IEDB/IMGT. Regression. Given a peptide amino acid sequence and an MHC pseudo amino acid sequence, predict their binding affinity value. This is MHC class I binding data. (1) The peptide sequence is VSTVQQLTK. The binding affinity (normalized) is 0.408. The MHC is HLA-A11:01 with pseudo-sequence HLA-A11:01. (2) The peptide sequence is FQILHDRFF. The MHC is HLA-A01:01 with pseudo-sequence HLA-A01:01. The binding affinity (normalized) is 0.0847. (3) The peptide sequence is MLMAASRAL. The MHC is HLA-C12:03 with pseudo-sequence HLA-C12:03. The binding affinity (normalized) is 0.456. (4) The peptide sequence is KRKLMYVSA. The MHC is HLA-B18:01 with pseudo-sequence HLA-B18:01. The binding affinity (normalized) is 0.0847. (5) The peptide sequence is DTFGVIDTM. The MHC is HLA-B27:05 with pseudo-sequence HLA-B27:05. The binding affinity (normalized) is 0.0847. (6) The peptide sequence is NHINDELSL. The MHC is Mamu-A07 with pseudo-sequence Mamu-A07. The binding affinity (normalized) is 0.807. (7) The peptide sequence is FLFDRLTNG. The MHC is HLA-B15:17 with pseudo-sequence HLA-B15:17. The binding affinity (normalized) is 0.0847. (8) The peptide sequence is VETVSLAGSY. The MHC is HLA-B45:01 with pseudo-sequence HLA-B45:01. The binding affinity (normalized) is 0.134. (9) The binding affinity (normalized) is 0.0847. The peptide sequence is AVFDSFVER. The MHC is HLA-B08:01 with pseudo-sequence HLA-B08:01.